From a dataset of Peptide-MHC class I binding affinity with 185,985 pairs from IEDB/IMGT. Regression. Given a peptide amino acid sequence and an MHC pseudo amino acid sequence, predict their binding affinity value. This is MHC class I binding data. The peptide sequence is RVRGAVTGM. The MHC is HLA-B07:02 with pseudo-sequence HLA-B07:02. The binding affinity (normalized) is 0.820.